This data is from Full USPTO retrosynthesis dataset with 1.9M reactions from patents (1976-2016). The task is: Predict the reactants needed to synthesize the given product. (1) Given the product [N:6]1([CH2:1][C@H:2]([OH:3])[CH2:4][OH:5])[CH2:11][CH2:10][O:9][CH2:8][CH2:7]1, predict the reactants needed to synthesize it. The reactants are: [CH2:1]1[O:3][C@@H:2]1[CH2:4][OH:5].[NH:6]1[CH2:11][CH2:10][O:9][CH2:8][CH2:7]1. (2) Given the product [Si:1]([O:8][CH2:9][C@@H:10]([N:24]([CH2:37][CH:38]([CH3:40])[CH3:39])[S:25]([C:28]1[CH:36]=[CH:35][C:31]2[N:32]=[CH:33][S:34][C:30]=2[CH:29]=1)(=[O:27])=[O:26])[C:11]1[S:12][C:13]([CH2:16][NH:17][S:18]([C:20]([CH3:21])([CH3:22])[CH3:23])=[O:19])=[CH:14][CH:15]=1)([C:4]([CH3:6])([CH3:7])[CH3:5])([CH3:2])[CH3:3], predict the reactants needed to synthesize it. The reactants are: [Si:1]([O:8][CH2:9][C@@H:10]([N:24]([CH2:37][CH:38]([CH3:40])[CH3:39])[S:25]([C:28]1[CH:36]=[CH:35][C:31]2[N:32]=[CH:33][S:34][C:30]=2[CH:29]=1)(=[O:27])=[O:26])[C:11]1[S:12][C:13](/[CH:16]=[N:17]\[S:18]([C:20]([CH3:23])([CH3:22])[CH3:21])=[O:19])=[CH:14][CH:15]=1)([C:4]([CH3:7])([CH3:6])[CH3:5])([CH3:3])[CH3:2].[BH4-].[Na+]. (3) Given the product [OH:38]/[N:37]=[C:9](/[C:4]1[CH:5]=[CH:6][C:7](=[O:8])[N:2]([CH3:1])[CH:3]=1)\[CH2:10][CH:11]([C:19]1[CH:34]=[CH:33][C:22]([C:23]([NH:25][CH2:26][CH:27]([OH:32])[C:28]([F:31])([F:30])[F:29])=[O:24])=[CH:21][CH:20]=1)[C:12]1[CH:17]=[CH:16][CH:15]=[CH:14][C:13]=1[CH3:18], predict the reactants needed to synthesize it. The reactants are: [CH3:1][N:2]1[C:7](=[O:8])[CH:6]=[CH:5][C:4]([C:9](=O)[CH2:10][CH:11]([C:19]2[CH:34]=[CH:33][C:22]([C:23]([NH:25][CH2:26][CH:27]([OH:32])[C:28]([F:31])([F:30])[F:29])=[O:24])=[CH:21][CH:20]=2)[C:12]2[CH:17]=[CH:16][CH:15]=[CH:14][C:13]=2[CH3:18])=[CH:3]1.Cl.[NH2:37][OH:38].C(=O)([O-])O.[Na+]. (4) Given the product [CH3:1][NH:2][CH2:3][C:4]1[CH:9]=[CH:8][C:7]([C:10]2[O:11][C:12]3[C:18]([C:19]([NH2:24])=[O:21])=[CH:17][CH:16]=[CH:15][C:13]=3[N:14]=2)=[CH:6][CH:5]=1, predict the reactants needed to synthesize it. The reactants are: [CH3:1][NH:2][CH2:3][C:4]1[CH:9]=[CH:8][C:7]([C:10]2[O:11][C:12]3[C:18]([C:19]([O:21]C)=O)=[CH:17][CH:16]=[CH:15][C:13]=3[N:14]=2)=[CH:6][CH:5]=1.O.[NH4+:24].